Dataset: Catalyst prediction with 721,799 reactions and 888 catalyst types from USPTO. Task: Predict which catalyst facilitates the given reaction. (1) Reactant: C([O:5][CH2:6][CH2:7][CH2:8][N:9]([C:26]1[CH:31]=[CH:30][C:29]([NH:32][C:33]([NH:35][C:36]2[CH:41]=[CH:40][CH:39]=[CH:38][CH:37]=2)=[O:34])=[CH:28][C:27]=1[O:42][CH3:43])[S:10]([C:13]1[CH:14]=[C:15]([C:19]2[CH:24]=[CH:23][C:22]([F:25])=[CH:21][CH:20]=2)[CH:16]=[CH:17][CH:18]=1)(=[O:12])=[O:11])(C)(C)C.C(O)(C(F)(F)F)=O. The catalyst class is: 2. Product: [OH:5][CH2:6][CH2:7][CH2:8][N:9]([C:26]1[CH:31]=[CH:30][C:29]([NH:32][C:33]([NH:35][C:36]2[CH:37]=[CH:38][CH:39]=[CH:40][CH:41]=2)=[O:34])=[CH:28][C:27]=1[O:42][CH3:43])[S:10]([C:13]1[CH:14]=[C:15]([C:19]2[CH:24]=[CH:23][C:22]([F:25])=[CH:21][CH:20]=2)[CH:16]=[CH:17][CH:18]=1)(=[O:11])=[O:12]. (2) Reactant: [Br:1][C:2]1[CH:3]=[C:4]2[C:9](=[CH:10][CH:11]=1)[N:8]=[C:7](Cl)N=[C:5]2[C:13]1[CH:18]=[CH:17][CH:16]=[C:15]([Cl:19])[CH:14]=1.[CH3:20][O:21][Na].[CH3:23]O. Product: [Br:1][C:2]1[CH:3]=[C:4]2[C:9](=[CH:10][CH:11]=1)[N:8]=[C:7]([O:21][CH3:20])[CH:23]=[C:5]2[C:13]1[CH:18]=[CH:17][CH:16]=[C:15]([Cl:19])[CH:14]=1. The catalyst class is: 5. (3) Reactant: [CH3:1][O:2][C:3](=[O:26])[CH2:4][C:5]1[C:14]([CH3:15])=[C:13](B2OC(C)(C)C(C)(C)O2)[C:12]2[C:7](=[CH:8][CH:9]=[C:10]([Cl:25])[CH:11]=2)[CH:6]=1.Br[C:28]1[CH:33]=[CH:32][C:31]([S:34][C:35]2[C:40]([F:41])=[CH:39][CH:38]=[CH:37][C:36]=2[F:42])=[CH:30][CH:29]=1.C(=O)([O-])[O-].[Na+].[Na+].O. Product: [CH3:1][O:2][C:3](=[O:26])[CH2:4][C:5]1[C:14]([CH3:15])=[C:13]([C:28]2[CH:29]=[CH:30][C:31]([S:34][C:35]3[C:36]([F:42])=[CH:37][CH:38]=[CH:39][C:40]=3[F:41])=[CH:32][CH:33]=2)[C:12]2[C:7](=[CH:8][CH:9]=[C:10]([Cl:25])[CH:11]=2)[CH:6]=1. The catalyst class is: 564. (4) Reactant: Cl.[NH2:2][OH:3].C([O-])(=O)C.[Na+].[Br:9][C:10]1[CH:11]=[CH:12][C:13]2[C:21]3[C:20](=O)[CH2:19][CH2:18][CH2:17][C:16]=3[N:15]([CH3:23])[C:14]=2[N:24]=1. Product: [Br:9][C:10]1[CH:11]=[CH:12][C:13]2[C:21]3[C:20](=[N:2][OH:3])[CH2:19][CH2:18][CH2:17][C:16]=3[N:15]([CH3:23])[C:14]=2[N:24]=1. The catalyst class is: 88. (5) Reactant: C(OC([N:8]1[CH2:13][CH2:12][S:11](=[O:15])(=[O:14])[CH2:10][C:9]1([CH3:17])[CH3:16])=O)(C)(C)C.[ClH:18]. Product: [CH3:16][C:9]1([CH3:17])[CH2:10][S:11](=[O:15])(=[O:14])[CH2:12][CH2:13][NH:8]1.[ClH:18]. The catalyst class is: 12. (6) Reactant: [CH3:1][O:2][CH2:3][CH2:4][O:5][C:6]1[CH:11]=[CH:10][N:9]2[C:12]([C:15]([NH:17][C:18]3[CH:26]=[CH:25][CH:24]=[C:23]4[C:19]=3[CH:20]=[N:21][N:22]4[CH2:27][CH:28]3[CH2:33][CH2:32][CH2:31][N:30](C(OC(C)(C)C)=O)[CH2:29]3)=[O:16])=[CH:13][N:14]=[C:8]2[CH:7]=1.[ClH:41]. Product: [ClH:41].[CH3:1][O:2][CH2:3][CH2:4][O:5][C:6]1[CH:11]=[CH:10][N:9]2[C:12]([C:15]([NH:17][C:18]3[CH:26]=[CH:25][CH:24]=[C:23]4[C:19]=3[CH:20]=[N:21][N:22]4[CH2:27][CH:28]3[CH2:33][CH2:32][CH2:31][NH:30][CH2:29]3)=[O:16])=[CH:13][N:14]=[C:8]2[CH:7]=1. The catalyst class is: 135. (7) The catalyst class is: 57. Reactant: Cl[C:2]1[C:3]([N:22]2[CH2:26][CH2:25][C@@H:24]([OH:27])[CH2:23]2)=[N:4][CH:5]=[C:6]([CH:21]=1)[C:7]([NH:9][C:10]1[CH:15]=[CH:14][C:13]([O:16][C:17]([F:20])([F:19])[F:18])=[CH:12][CH:11]=1)=[O:8].CC1(C)C(C)(C)OB([C:36]2[CH:37]=[C:38]([CH2:41][OH:42])[S:39][CH:40]=2)O1.C([O-])([O-])=O.[Na+].[Na+]. Product: [OH:42][CH2:41][C:38]1[S:39][CH:40]=[C:36]([C:2]2[C:3]([N:22]3[CH2:26][CH2:25][C@@H:24]([OH:27])[CH2:23]3)=[N:4][CH:5]=[C:6]([CH:21]=2)[C:7]([NH:9][C:10]2[CH:15]=[CH:14][C:13]([O:16][C:17]([F:18])([F:20])[F:19])=[CH:12][CH:11]=2)=[O:8])[CH:37]=1.